This data is from Full USPTO retrosynthesis dataset with 1.9M reactions from patents (1976-2016). The task is: Predict the reactants needed to synthesize the given product. (1) Given the product [CH3:42][C:41]1[CH:40]=[CH:39][C:19]([C:20]([NH:22][C:23]2[CH:24]=[C:25]([C:35]([F:37])([F:38])[F:36])[CH:26]=[C:27]([N:29]3[CH:30]=[N:31][C:32]([CH3:34])=[CH:33]3)[CH:28]=2)=[O:21])=[CH:18][C:17]=1[NH:16][C:12]1[N:13]=[CH:14][CH:15]=[C:10]([C:6]2[CH:7]=[CH:8][CH:9]=[N:4][CH:5]=2)[N:11]=1, predict the reactants needed to synthesize it. The reactants are: Cl.Cl.Cl.[N:4]1[CH:9]=[CH:8][CH:7]=[C:6]([C:10]2[CH:15]=[CH:14][N:13]=[C:12]([NH:16][C:17]3[CH:18]=[C:19]([CH:39]=[CH:40][C:41]=3[CH3:42])[C:20]([NH:22][C:23]3[CH:28]=[C:27]([N:29]4[CH:33]=[C:32]([CH3:34])[N:31]=[CH:30]4)[CH:26]=[C:25]([C:35]([F:38])([F:37])[F:36])[CH:24]=3)=[O:21])[N:11]=2)[CH:5]=1.[OH-].[Na+]. (2) Given the product [CH2:31]([O:38][C:39]([C:28]1[S:27][C:23]2[N:22]([C:21](=[O:30])[N:20]([CH2:13][C:14]3[CH:15]=[CH:16][CH:17]=[CH:18][CH:19]=3)[C:25](=[O:26])[CH:24]=2)[CH:29]=1)=[O:40])[C:32]1[CH:37]=[CH:36][CH:35]=[CH:34][CH:33]=1, predict the reactants needed to synthesize it. The reactants are: C(NC(C)C)(C)C.[Li]CCCC.[CH2:13]([N:20]1[C:25](=[O:26])[CH:24]=[C:23]2[S:27][CH:28]=[CH:29][N:22]2[C:21]1=[O:30])[C:14]1[CH:19]=[CH:18][CH:17]=[CH:16][CH:15]=1.[CH2:31]([O:38][C:39](Cl)=[O:40])[C:32]1[CH:37]=[CH:36][CH:35]=[CH:34][CH:33]=1. (3) The reactants are: CON(C)[C:4]([C:6]1[C:15](=[O:16])[C:14]2[C:9](=[CH:10][CH:11]=[CH:12][CH:13]=2)[N:8]([CH2:17][C:18]2[CH:23]=[CH:22][CH:21]=[C:20]([CH3:24])[N:19]=2)[CH:7]=1)=[O:5].[Cl:26][C:27]1[CH:32]=[CH:31][C:30](I)=[CH:29][N:28]=1.C([Mg]Cl)(C)C. Given the product [Cl:26][C:27]1[N:28]=[CH:29][C:30]([C:4]([C:6]2[C:15](=[O:16])[C:14]3[C:9](=[CH:10][CH:11]=[CH:12][CH:13]=3)[N:8]([CH2:17][C:18]3[CH:23]=[CH:22][CH:21]=[C:20]([CH3:24])[N:19]=3)[CH:7]=2)=[O:5])=[CH:31][CH:32]=1, predict the reactants needed to synthesize it.